Dataset: Catalyst prediction with 721,799 reactions and 888 catalyst types from USPTO. Task: Predict which catalyst facilitates the given reaction. Reactant: Cl[C:2]1[N:7]=[C:6]([NH:8][C@@H:9]2[CH2:17][C@H:16]3[N:12]([CH2:13][CH2:14][CH2:15]3)[C:11]([CH3:19])([CH3:18])[CH2:10]2)[C:5]([F:20])=[CH:4][N:3]=1.[NH2:21][C:22]1[CH:23]=[CH:24][C:25]([N:35]2[CH2:40][CH2:39][N:38]([CH:41]3[CH2:44][O:43][CH2:42]3)[CH2:37][CH2:36]2)=[C:26]([N:28]2[C:32](=[O:33])[N:31]([CH3:34])[N:30]=[N:29]2)[CH:27]=1.CC1C=CC(S(O)(=O)=O)=CC=1. Product: [CH3:18][C:11]1([CH3:19])[CH2:10][C@H:9]([NH:8][C:6]2[C:5]([F:20])=[CH:4][N:3]=[C:2]([NH:21][C:22]3[CH:23]=[CH:24][C:25]([N:35]4[CH2:40][CH2:39][N:38]([CH:41]5[CH2:44][O:43][CH2:42]5)[CH2:37][CH2:36]4)=[C:26]([N:28]4[C:32](=[O:33])[N:31]([CH3:34])[N:30]=[N:29]4)[CH:27]=3)[N:7]=2)[CH2:17][C@H:16]2[N:12]1[CH2:13][CH2:14][CH2:15]2. The catalyst class is: 41.